Predict the reactants needed to synthesize the given product. From a dataset of Full USPTO retrosynthesis dataset with 1.9M reactions from patents (1976-2016). (1) Given the product [NH2:1][C:2]1[C:7]([CH2:8][CH2:9][C:10]([O:12][C:13]([CH3:15])([CH3:14])[CH3:16])=[O:11])=[CH:6][C:5]([Cl:17])=[CH:4][N:3]=1, predict the reactants needed to synthesize it. The reactants are: [NH2:1][C:2]1[C:7](/[CH:8]=[CH:9]/[C:10]([O:12][C:13]([CH3:16])([CH3:15])[CH3:14])=[O:11])=[CH:6][C:5]([Cl:17])=[CH:4][N:3]=1.[BH4-].[Na+].O. (2) Given the product [CH2:45]([N:22]([S:19]([C:16]1[CH:17]=[C:18]2[C:13]([C:12]([Cl:42])=[CH:11][N:10]2[S:7]([C:1]2[CH:2]=[CH:3][CH:4]=[CH:5][CH:6]=2)(=[O:8])=[O:9])=[CH:14][CH:15]=1)(=[O:21])=[O:20])[CH2:23][CH2:24][NH:25][C:26]([CH:28]1[CH2:33][CH2:32][N:31]([C:34]2[CH:39]=[CH:38][C:37](=[O:40])[N:36]([CH3:41])[N:35]=2)[CH2:30][CH2:29]1)=[O:27])[CH:44]=[CH2:43], predict the reactants needed to synthesize it. The reactants are: [C:1]1([S:7]([N:10]2[C:18]3[C:13](=[CH:14][CH:15]=[C:16]([S:19]([NH:22][CH2:23][CH2:24][NH:25][C:26]([CH:28]4[CH2:33][CH2:32][N:31]([C:34]5[CH:39]=[CH:38][C:37](=[O:40])[N:36]([CH3:41])[N:35]=5)[CH2:30][CH2:29]4)=[O:27])(=[O:21])=[O:20])[CH:17]=3)[C:12]([Cl:42])=[CH:11]2)(=[O:9])=[O:8])[CH:6]=[CH:5][CH:4]=[CH:3][CH:2]=1.[CH2:43](Br)[CH:44]=[CH2:45].C(=O)([O-])[O-].[K+].[K+]. (3) The reactants are: [OH:1][C:2]1[CH:7]=[CH:6][C:5]([C:8]([C:10]2[CH:15]=[CH:14][C:13]([I:16])=[CH:12][CH:11]=2)=O)=[CH:4][CH:3]=1.[CH3:17][C:18]1([CH3:27])[CH2:23][C:22]([CH3:25])([CH3:24])[CH2:21][C:20](=O)[CH2:19]1.C([O-])([O-])=O.[K+].[K+]. Given the product [I:16][C:13]1[CH:14]=[CH:15][C:10]([C:8](=[C:20]2[CH2:21][C:22]([CH3:25])([CH3:24])[CH2:23][C:18]([CH3:27])([CH3:17])[CH2:19]2)[C:5]2[CH:6]=[CH:7][C:2]([OH:1])=[CH:3][CH:4]=2)=[CH:11][CH:12]=1, predict the reactants needed to synthesize it. (4) Given the product [Cl:7][C:8]1[N:13]=[C:12]([NH:19][CH2:18][CH:17]([F:20])[F:16])[C:11]([Cl:15])=[CH:10][N:9]=1, predict the reactants needed to synthesize it. The reactants are: C(=O)([O-])[O-].[K+].[K+].[Cl:7][C:8]1[N:13]=[C:12](Cl)[C:11]([Cl:15])=[CH:10][N:9]=1.[F:16][CH:17]([F:20])[CH2:18][NH2:19]. (5) Given the product [CH2:2]([O:4][C:5]([C:7]1[C:8]2[S:16][CH:15]=[C:14]([CH2:17][O:18][C:19]3[CH:24]=[C:23]([C:25]4[N:26]=[N:27][N:28]([CH2:30][C:31]5[CH:36]=[CH:35][C:34]([Cl:37])=[CH:33][CH:32]=5)[CH:29]=4)[CH:22]=[CH:21][C:20]=3[CH3:38])[C:9]=2[C:10]([NH2:1])=[N:11][CH:12]=1)=[O:6])[CH3:3], predict the reactants needed to synthesize it. The reactants are: [NH3:1].[CH2:2]([O:4][C:5]([C:7]1[C:8]2[S:16][CH:15]=[C:14]([CH2:17][O:18][C:19]3[CH:24]=[C:23]([C:25]4[N:26]=[N:27][N:28]([CH2:30][C:31]5[CH:36]=[CH:35][C:34]([Cl:37])=[CH:33][CH:32]=5)[CH:29]=4)[CH:22]=[CH:21][C:20]=3[CH3:38])[C:9]=2[C:10](Cl)=[N:11][CH:12]=1)=[O:6])[CH3:3]. (6) Given the product [C:1]([C:3]1[C:8]([NH:15][CH2:14][CH2:13][F:12])=[CH:7][C:6]([F:10])=[CH:5][N:4]=1)#[N:2], predict the reactants needed to synthesize it. The reactants are: [C:1]([C:3]1[C:8](F)=[CH:7][C:6]([F:10])=[CH:5][N:4]=1)#[N:2].Cl.[F:12][CH2:13][CH2:14][NH2:15].C(=O)([O-])[O-].[K+].[K+].C(N(CC)CC)C.